The task is: Predict the reaction yield, written as a fraction of the theoretical maximum amount of product (1.0 means a 100% yield; for example, 0.34 means a 34% yield).. This data is from Reaction yield outcomes from USPTO patents with 853,638 reactions. (1) The yield is 0.910. The reactants are [NH2:1][C:2]1[C:9]([Cl:10])=[CH:8][C:7]([NH2:11])=[CH:6][C:3]=1[C:4]#[N:5].Br[CH2:13][CH2:14][O:15][CH2:16][CH2:17]Br.C(N(CC)C(C)C)(C)C.C(=O)(O)[O-]. The product is [NH2:1][C:2]1[C:9]([Cl:10])=[CH:8][C:7]([N:11]2[CH2:17][CH2:16][O:15][CH2:14][CH2:13]2)=[CH:6][C:3]=1[C:4]#[N:5]. The catalyst is CN(C)C=O. (2) The yield is 0.490. The product is [ClH:21].[CH3:1][N:2]([CH3:20])[C@H:3]1[CH2:7][CH2:6][N:5]([C:8]2[CH:9]=[CH:10][C:11]3[N:17]4[CH2:18][C@H:14]([CH2:15][CH2:16]4)[N:13]([C:25]([NH:40][C:41]4[CH:42]=[N:43][CH:44]=[CH:45][CH:46]=4)=[O:31])[C:12]=3[N:19]=2)[CH2:4]1. The reactants are [CH3:1][N:2]([CH3:20])[C@H:3]1[CH2:7][CH2:6][N:5]([C:8]2[CH:9]=[CH:10][C:11]3[N:17]4[CH2:18][C@H:14]([CH2:15][CH2:16]4)[NH:13][C:12]=3[N:19]=2)[CH2:4]1.[Cl:21]C(Cl)(O[C:25](=[O:31])OC(Cl)(Cl)Cl)Cl.C(N(CC)CC)C.[NH2:40][C:41]1[CH:42]=[N:43][CH:44]=[CH:45][CH:46]=1. The catalyst is C(#N)C.N1C=CC=CC=1.CO. (3) The reactants are [Si:1]([O:8][CH2:9][C:10]1[CH:15]=[CH:14][N:13]=[CH:12][CH:11]=1)([C:4]([CH3:7])([CH3:6])[CH3:5])([CH3:3])[CH3:2].ClC1C=CC=C(C(OO)=[O:24])C=1. The catalyst is ClCCl. The product is [Si:1]([O:8][CH2:9][C:10]1[CH:11]=[CH:12][N+:13]([O-:24])=[CH:14][CH:15]=1)([C:4]([CH3:7])([CH3:6])[CH3:5])([CH3:3])[CH3:2]. The yield is 1.00.